The task is: Predict the reactants needed to synthesize the given product.. This data is from Full USPTO retrosynthesis dataset with 1.9M reactions from patents (1976-2016). (1) Given the product [F:30][C:21]1[CH:22]=[C:23]([C:24]([O:26][CH3:27])=[O:25])[CH:28]=[CH:29][C:20]=1[C:3]1[CH:4]=[CH:5][C:6]([O:8][CH3:9])=[CH:7][C:2]=1[F:1], predict the reactants needed to synthesize it. The reactants are: [F:1][C:2]1[CH:7]=[C:6]([O:8][CH3:9])[CH:5]=[CH:4][C:3]=1B1OC(C)(C)C(C)(C)O1.Br[C:20]1[CH:29]=[CH:28][C:23]([C:24]([O:26][CH3:27])=[O:25])=[CH:22][C:21]=1[F:30].C(=O)([O-])[O-].[K+].[K+].O1CCOCC1. (2) Given the product [Cl:1][C:2]1[CH:3]=[CH:4][C:5]2[S:9][C:8](=[O:10])[N:7]3[C:6]=2[C:16]=1[C:13](=[O:15])[CH2:12][CH2:11]3, predict the reactants needed to synthesize it. The reactants are: [Cl:1][C:2]1[CH:3]=[CH:4][C:5]2[S:9][C:8](=[O:10])[N:7]([CH2:11][CH2:12][C:13]([OH:15])=O)[C:6]=2[CH:16]=1.C(Cl)(=O)C(Cl)=O.[Cl-].[Al+3].[Cl-].[Cl-].O.